From a dataset of Full USPTO retrosynthesis dataset with 1.9M reactions from patents (1976-2016). Predict the reactants needed to synthesize the given product. (1) Given the product [OH:1][CH2:2][CH2:3][N:4]([CH3:28])[C:5]([C:7]1[CH:12]=[CH:11][C:10]([C:13]([C:37]2[CH:36]=[CH:35][CH:34]=[C:33]3[C:38]=2[N:29]=[CH:30][CH:31]=[CH:32]3)=[C:14]2[CH2:19][CH2:18][N:17]([C:20]([O:22][C:23]([CH3:26])([CH3:25])[CH3:24])=[O:21])[CH2:16][CH2:15]2)=[CH:9][CH:8]=1)=[O:6], predict the reactants needed to synthesize it. The reactants are: [OH:1][CH2:2][CH2:3][N:4]([CH3:28])[C:5]([C:7]1[CH:12]=[CH:11][C:10]([C:13](Br)=[C:14]2[CH2:19][CH2:18][N:17]([C:20]([O:22][C:23]([CH3:26])([CH3:25])[CH3:24])=[O:21])[CH2:16][CH2:15]2)=[CH:9][CH:8]=1)=[O:6].[N:29]1[C:38]2[C:33](=[CH:34][CH:35]=[CH:36][C:37]=2B(O)O)[CH:32]=[CH:31][CH:30]=1. (2) Given the product [C:22]1([O:21][C:19](=[O:20])[NH:1][C:2]2[CH:3]=[N:4][CH:5]=[C:6]([C:8]([F:11])([F:9])[F:10])[CH:7]=2)[CH:27]=[CH:26][CH:25]=[CH:24][CH:23]=1, predict the reactants needed to synthesize it. The reactants are: [NH2:1][C:2]1[CH:3]=[N:4][CH:5]=[C:6]([C:8]([F:11])([F:10])[F:9])[CH:7]=1.N1C=CC=CC=1.Cl[C:19]([O:21][C:22]1[CH:27]=[CH:26][CH:25]=[CH:24][CH:23]=1)=[O:20]. (3) Given the product [Cl:1][C:2]1[C:3]([CH3:49])=[C:4]([C:18]2[C:26]3[C:25]([O:27][C@H:28]([CH2:34][C:35]4[CH:40]=[CH:39][CH:38]=[CH:37][C:36]=4[OH:41])[C:29]([O:31][CH2:32][CH3:33])=[O:30])=[N:24][CH:23]=[N:22][C:21]=3[S:20][C:19]=2[I:48])[CH:5]=[CH:6][C:7]=1[O:8][CH2:9][CH2:10][N:11]1[CH2:12][CH2:13][N:14]([CH3:17])[CH2:15][CH2:16]1, predict the reactants needed to synthesize it. The reactants are: [Cl:1][C:2]1[C:3]([CH3:49])=[C:4]([C:18]2[C:26]3[C:25]([O:27][C@H:28]([CH2:34][C:35]4[CH:40]=[CH:39][CH:38]=[CH:37][C:36]=4[O:41]C4CCCCO4)[C:29]([O:31][CH2:32][CH3:33])=[O:30])=[N:24][CH:23]=[N:22][C:21]=3[S:20][C:19]=2[I:48])[CH:5]=[CH:6][C:7]=1[O:8][CH2:9][CH2:10][N:11]1[CH2:16][CH2:15][N:14]([CH3:17])[CH2:13][CH2:12]1.Cl.